This data is from NCI-60 drug combinations with 297,098 pairs across 59 cell lines. The task is: Regression. Given two drug SMILES strings and cell line genomic features, predict the synergy score measuring deviation from expected non-interaction effect. (1) Cell line: MDA-MB-231. Drug 1: CC1=CC2C(CCC3(C2CCC3(C(=O)C)OC(=O)C)C)C4(C1=CC(=O)CC4)C. Drug 2: N.N.Cl[Pt+2]Cl. Synergy scores: CSS=-12.4, Synergy_ZIP=5.62, Synergy_Bliss=-1.85, Synergy_Loewe=-14.0, Synergy_HSA=-12.9. (2) Drug 1: CC(C1=C(C=CC(=C1Cl)F)Cl)OC2=C(N=CC(=C2)C3=CN(N=C3)C4CCNCC4)N. Drug 2: C1CCN(CC1)CCOC2=CC=C(C=C2)C(=O)C3=C(SC4=C3C=CC(=C4)O)C5=CC=C(C=C5)O. Cell line: A549. Synergy scores: CSS=28.3, Synergy_ZIP=-3.45, Synergy_Bliss=6.64, Synergy_Loewe=-2.37, Synergy_HSA=4.63. (3) Drug 1: C1CN1C2=NC(=NC(=N2)N3CC3)N4CC4. Drug 2: C(CCl)NC(=O)N(CCCl)N=O. Cell line: OVCAR-5. Synergy scores: CSS=17.8, Synergy_ZIP=-6.64, Synergy_Bliss=-0.182, Synergy_Loewe=-14.4, Synergy_HSA=-0.605.